Predict hERG channel inhibition at various concentrations. From a dataset of hERG Central: cardiac toxicity at 1µM, 10µM, and general inhibition. The drug is CCOC(=O)C1CCN(C(=O)Cn2cnc3sc(C)c(S(=O)(=O)N4CCC(C)CC4)c3c2=O)CC1. Results: hERG_inhib (hERG inhibition (general)): blocker.